This data is from Catalyst prediction with 721,799 reactions and 888 catalyst types from USPTO. The task is: Predict which catalyst facilitates the given reaction. (1) Reactant: [Cl:1][C:2]1[CH:7]=[CH:6][C:5]([N:8]2[CH:12]=[C:11]([C:13]([OH:15])=O)[N:10]=[C:9]2[C:16]2[CH:21]=[CH:20][C:19]([Cl:22])=[CH:18][C:17]=2[Cl:23])=[CH:4][CH:3]=1.Cl.[CH3:25][NH:26][O:27][CH3:28].CCCP1(OP(CCC)(=O)OP(CCC)(=O)O1)=O. Product: [CH3:28][O:27][N:26]([CH3:25])[C:13]([C:11]1[N:10]=[C:9]([C:16]2[CH:21]=[CH:20][C:19]([Cl:22])=[CH:18][C:17]=2[Cl:23])[N:8]([C:5]2[CH:4]=[CH:3][C:2]([Cl:1])=[CH:7][CH:6]=2)[CH:12]=1)=[O:15]. The catalyst class is: 56. (2) Reactant: [C:1]1([C:7]#[C:8][C:9]2[CH:10]=[C:11]([CH:17]=[CH:18][CH:19]=2)[C:12]([O:14]CC)=[O:13])[CH:6]=[CH:5][CH:4]=[CH:3][CH:2]=1.[OH-].[Na+]. Product: [C:1]1([C:7]#[C:8][C:9]2[CH:10]=[C:11]([CH:17]=[CH:18][CH:19]=2)[C:12]([OH:14])=[O:13])[CH:6]=[CH:5][CH:4]=[CH:3][CH:2]=1. The catalyst class is: 5. (3) Reactant: CI.[OH:3][C:4]1[C:5]([C:9]([O:11][CH2:12][CH3:13])=[O:10])=[N:6][O:7][CH:8]=1.[C:14](=O)([O-])[O-].[K+].[K+].O. The catalyst class is: 21. Product: [CH3:14][O:3][C:4]1[C:5]([C:9]([O:11][CH2:12][CH3:13])=[O:10])=[N:6][O:7][CH:8]=1. (4) Reactant: [Si]([O:8][CH2:9][CH2:10][N:11]([CH:42]([CH3:44])[CH3:43])[C:12]([C:14]1[C:19]([O:20][CH2:21][C:22]2[CH:27]=[CH:26][CH:25]=[CH:24][CH:23]=2)=[C:18]([OH:28])[N:17]=[C:16]([CH2:29][C:30]2[C:35]([C:36]3[CH:41]=[CH:40][CH:39]=[CH:38][CH:37]=3)=[CH:34][CH:33]=[CH:32][N:31]=2)[N:15]=1)=[O:13])(C(C)(C)C)(C)C.[Si](OCCN(C)C(C1C(OCC2C=CC=CC=2)=C(O)N=C(CC2C=CC=CC=2C2C=CC=CC=2)N=1)=O)(C(C)(C)C)(C)C.CO. Product: [OH:8][CH2:9][CH2:10][N:11]([CH:42]([CH3:44])[CH3:43])[C:12]([C:14]1[C:19]([O:20][CH2:21][C:22]2[CH:23]=[CH:24][CH:25]=[CH:26][CH:27]=2)=[C:18]([OH:28])[N:17]=[C:16]([CH2:29][C:30]2[C:35]([C:36]3[CH:37]=[CH:38][CH:39]=[CH:40][CH:41]=3)=[CH:34][CH:33]=[CH:32][N:31]=2)[N:15]=1)=[O:13]. The catalyst class is: 4. (5) Reactant: I[C:2]1[C:7]([CH3:8])=[CH:6][N:5]=[C:4]([NH:9][C:10]([CH:12]2[CH2:14][CH2:13]2)=[O:11])[CH:3]=1.[CH3:15][Sn:16]([CH3:22])([CH3:21])[Sn:16]([CH3:22])([CH3:21])[CH3:15]. Product: [CH3:8][C:7]1[C:2]([Sn:16]([CH3:22])([CH3:21])[CH3:15])=[CH:3][C:4]([NH:9][C:10]([CH:12]2[CH2:14][CH2:13]2)=[O:11])=[N:5][CH:6]=1. The catalyst class is: 77. (6) Reactant: [NH:1]1[C:9]2[CH:8]=[CH:7][CH:6]=[C:5]([C:10]([OH:12])=O)[C:4]=2[CH:3]=[CH:2]1.CCN=C=NCCCN(C)C.Cl.C1C=C2N=NN(O)C2=CC=1.O.O[N:37]=[C:38]([NH2:55])[C:39]1[CH:44]=[CH:43][C:42]([O:45][C@@H:46]2[CH2:50][CH2:49][O:48][CH2:47]2)=[C:41]([C:51]([F:54])([F:53])[F:52])[CH:40]=1. Product: [NH:1]1[C:9]2[C:4](=[C:5]([C:10]3[O:12][N:55]=[C:38]([C:39]4[CH:44]=[CH:43][C:42]([O:45][C@@H:46]5[CH2:50][CH2:49][O:48][CH2:47]5)=[C:41]([C:51]([F:54])([F:52])[F:53])[CH:40]=4)[N:37]=3)[CH:6]=[CH:7][CH:8]=2)[CH:3]=[CH:2]1. The catalyst class is: 18. (7) Reactant: [C:1]([O:5][C:6](=[O:35])[NH:7][C@@H:8]([CH2:25][C:26]1[C:34]2[C:29](=[CH:30][CH:31]=[CH:32][CH:33]=2)[NH:28][CH:27]=1)[CH2:9][O:10][C:11]1[CH:12]=[N:13][CH:14]=[C:15]([C:17]2[CH:22]=[CH:21][C:20]([CH:23]=O)=[CH:19][CH:18]=2)[CH:16]=1)([CH3:4])([CH3:3])[CH3:2].[NH2:36][C:37]1[CH:42]=[CH:41][CH:40]=[CH:39][CH:38]=1.[BH3-]C#N.[Na+].CC(O)=O. Product: [C:1]([O:5][C:6](=[O:35])[NH:7][C@@H:8]([CH2:25][C:26]1[C:34]2[C:29](=[CH:30][CH:31]=[CH:32][CH:33]=2)[NH:28][CH:27]=1)[CH2:9][O:10][C:11]1[CH:12]=[N:13][CH:14]=[C:15]([C:17]2[CH:18]=[CH:19][C:20]([CH2:23][NH:36][C:37]3[CH:42]=[CH:41][CH:40]=[CH:39][CH:38]=3)=[CH:21][CH:22]=2)[CH:16]=1)([CH3:2])([CH3:4])[CH3:3]. The catalyst class is: 125. (8) Product: [CH2:40]([N:47]1[CH2:51][CH2:50][N:49]([C@@H:52]([C:56]([CH3:58])([CH3:57])[CH3:59])[C:53]([NH:1][C@@H:2]([CH2:33][C:34]2[CH:35]=[CH:36][CH:37]=[CH:38][CH:39]=2)[C@@H:3]([OH:32])[CH2:4][C@@H:5]([NH:19][C:20]([C@@H:22]([NH:27][C:28](=[O:31])[O:29][CH3:30])[C:23]([CH3:26])([CH3:25])[CH3:24])=[O:21])[CH2:6][C:7]2[CH:12]=[CH:11][C:10]([C:13]3[CH:18]=[CH:17][CH:16]=[CH:15][N:14]=3)=[CH:9][CH:8]=2)=[O:54])[C:48]1=[O:60])[C:41]1[CH:42]=[CH:43][CH:44]=[CH:45][CH:46]=1. The catalyst class is: 1. Reactant: [NH2:1][C@@H:2]([CH2:33][C:34]1[CH:39]=[CH:38][CH:37]=[CH:36][CH:35]=1)[C@@H:3]([OH:32])[CH2:4][C@@H:5]([NH:19][C:20]([C@@H:22]([NH:27][C:28](=[O:31])[O:29][CH3:30])[C:23]([CH3:26])([CH3:25])[CH3:24])=[O:21])[CH2:6][C:7]1[CH:12]=[CH:11][C:10]([C:13]2[CH:18]=[CH:17][CH:16]=[CH:15][N:14]=2)=[CH:9][CH:8]=1.[CH2:40]([N:47]1[CH2:51][CH2:50][N:49]([C@@H:52]([C:56]([CH3:59])([CH3:58])[CH3:57])[C:53](O)=[O:54])[C:48]1=[O:60])[C:41]1[CH:46]=[CH:45][CH:44]=[CH:43][CH:42]=1.CCOP(ON1N=NC2C=CC=CC=2C1=O)(OCC)=O.C(N(CC)C(C)C)(C)C. (9) Reactant: [C:1]([O:5][C:6]([N:8]1[CH2:12][CH2:11][C@H:10]([O:13]S(C)(=O)=O)[C@H:9]1[C:18]([N:20]1[CH2:26][CH2:25][CH2:24][N:23]([CH:27]2[CH2:30][CH2:29][CH2:28]2)[CH2:22][CH2:21]1)=[O:19])=[O:7])([CH3:4])([CH3:3])[CH3:2].[F:31][C:32]1[CH:33]=[C:34](O)[CH:35]=[CH:36][CH:37]=1.C([O-])([O-])=O.[K+].[K+]. Product: [C:1]([O:5][C:6]([N:8]1[CH2:12][CH2:11][C@@H:10]([O:13][C:36]2[CH:35]=[CH:34][CH:33]=[C:32]([F:31])[CH:37]=2)[C@H:9]1[C:18]([N:20]1[CH2:26][CH2:25][CH2:24][N:23]([CH:27]2[CH2:30][CH2:29][CH2:28]2)[CH2:22][CH2:21]1)=[O:19])=[O:7])([CH3:4])([CH3:3])[CH3:2]. The catalyst class is: 3.